This data is from Forward reaction prediction with 1.9M reactions from USPTO patents (1976-2016). The task is: Predict the product of the given reaction. (1) Given the reactants [CH3:1][C:2]1[N:7]=[C:6]2[S:8][C:9]3[CH2:13][CH2:12][CH2:11][C:10]=3[C:5]2=[C:4]([C:14]2[O:15][CH:16]=[CH:17][CH:18]=2)[C:3]=1[CH2:19][C:20]([O:22][CH3:23])=[O:21].[Li+].C[Si]([N-][Si](C)(C)C)(C)C.[CH2:34]1[CH2:38]OC[CH2:35]1.ICCC, predict the reaction product. The product is: [CH3:1][C:2]1[N:7]=[C:6]2[S:8][C:9]3[CH2:13][CH2:12][CH2:11][C:10]=3[C:5]2=[C:4]([C:14]2[O:15][CH:16]=[CH:17][CH:18]=2)[C:3]=1[CH:19]([CH2:35][CH2:34][CH3:38])[C:20]([O:22][CH3:23])=[O:21]. (2) The product is: [C:37]([C:39]1[CH:47]=[CH:46][C:42]([C:43]([NH:1][C:2]2[CH:3]=[C:4]([CH:26]=[CH:27][C:28]=2[N:29]([CH3:31])[CH3:30])[C:5]([NH:7][C:8]2[C:13]([CH3:14])=[CH:12][C:11]([C:15]([F:24])([C:20]([F:21])([F:22])[F:23])[C:16]([F:18])([F:19])[F:17])=[CH:10][C:9]=2[CH3:25])=[O:6])=[O:44])=[CH:41][CH:40]=1)#[N:38]. Given the reactants [NH2:1][C:2]1[CH:3]=[C:4]([CH:26]=[CH:27][C:28]=1[N:29]([CH3:31])[CH3:30])[C:5]([NH:7][C:8]1[C:13]([CH3:14])=[CH:12][C:11]([C:15]([F:24])([C:20]([F:23])([F:22])[F:21])[C:16]([F:19])([F:18])[F:17])=[CH:10][C:9]=1[CH3:25])=[O:6].C(=O)(O)[O-].[Na+].[C:37]([C:39]1[CH:47]=[CH:46][C:42]([C:43](Cl)=[O:44])=[CH:41][CH:40]=1)#[N:38], predict the reaction product. (3) Given the reactants [C:1]([NH:8][C@H:9]1[CH2:14][CH2:13][C@H:12]([NH2:15])[CH2:11][CH2:10]1)([O:3][C:4]([CH3:7])([CH3:6])[CH3:5])=[O:2].C(=O)([O-])[O-].[K+].[K+].Br[CH2:23][C:24]([O:26][CH2:27][C:28]1[CH:33]=[CH:32][CH:31]=[CH:30][CH:29]=1)=[O:25], predict the reaction product. The product is: [CH2:27]([O:26][C:24](=[O:25])[CH2:23][NH:15][CH:12]1[CH2:11][CH2:10][CH:9]([NH:8][C:1]([O:3][C:4]([CH3:7])([CH3:6])[CH3:5])=[O:2])[CH2:14][CH2:13]1)[C:28]1[CH:33]=[CH:32][CH:31]=[CH:30][CH:29]=1. (4) Given the reactants [Cl:1][C:2]1[CH:10]=[CH:9][C:8]([C:11]2[C:12]([C@@H:28]([NH:38][C:39](=[O:55])[CH2:40][N:41]3[C:45]4[C:46]([F:51])([F:50])[C@@H:47]5[CH2:49][C@@H:48]5[C:44]=4[C:43]([CH:52]([F:54])[F:53])=[N:42]3)[CH2:29][C:30]3[CH:35]=[C:34]([F:36])[CH:33]=[C:32]([F:37])[CH:31]=3)=[N:13][C:14](C#CC(C)(N3CCOC3=O)C)=[CH:15][CH:16]=2)=[C:7]2[C:3]=1[C:4]([NH:57][S:58]([CH3:61])(=[O:60])=[O:59])=[N:5][N:6]2[CH3:56].[C:62]([C@@H:64]1[CH2:68][O:67][C:66]([CH3:70])([CH3:69])[N:65]1[C:71]([O:73][C:74]([CH3:77])([CH3:76])[CH3:75])=[O:72])#[CH:63], predict the reaction product. The product is: [Cl:1][C:2]1[CH:10]=[CH:9][C:8]([C:11]2[CH:16]=[CH:15][C:14]([C:63]#[C:62][C@@H:64]3[CH2:68][O:67][C:66]([CH3:70])([CH3:69])[N:65]3[C:71]([O:73][C:74]([CH3:77])([CH3:76])[CH3:75])=[O:72])=[N:13][C:12]=2[C@@H:28]([NH:38][C:39](=[O:55])[CH2:40][N:41]2[C:45]3[C:46]([F:50])([F:51])[C@@H:47]4[CH2:49][C@@H:48]4[C:44]=3[C:43]([CH:52]([F:53])[F:54])=[N:42]2)[CH2:29][C:30]2[CH:31]=[C:32]([F:37])[CH:33]=[C:34]([F:36])[CH:35]=2)=[C:7]2[C:3]=1[C:4]([NH:57][S:58]([CH3:61])(=[O:59])=[O:60])=[N:5][N:6]2[CH3:56]. (5) Given the reactants CCN(C(C)C)C(C)C.C1C=CC2N(O)N=NC=2C=1.CCN=C=NCCCN(C)C.[C:31]1([C:37]2[NH:41][N:40]=[C:39]([C:42]([NH:44][CH2:45][C:46]([OH:48])=O)=[O:43])[CH:38]=2)[CH:36]=[CH:35][CH:34]=[CH:33][CH:32]=1.Cl.[CH3:50][O:51][C:52]([CH:54]1[CH2:59][N:58]([C:60](=[O:72])[C:61]2[CH:66]=[C:65]([F:67])[CH:64]=[CH:63][C:62]=2[C:68]([F:71])([F:70])[F:69])[CH2:57][CH2:56][NH:55]1)=[O:53], predict the reaction product. The product is: [CH3:50][O:51][C:52]([CH:54]1[CH2:59][N:58]([C:60](=[O:72])[C:61]2[CH:66]=[C:65]([F:67])[CH:64]=[CH:63][C:62]=2[C:68]([F:71])([F:70])[F:69])[CH2:57][CH2:56][N:55]1[C:46](=[O:48])[CH2:45][NH:44][C:42]([C:39]1[CH:38]=[C:37]([C:31]2[CH:32]=[CH:33][CH:34]=[CH:35][CH:36]=2)[NH:41][N:40]=1)=[O:43])=[O:53]. (6) Given the reactants [H-].[Al+3].[Li+].[H-].[H-].[H-].[C:7]1([C@@:13]2([CH2:25][C:26]#[N:27])[CH2:15][C@H:14]2[CH2:16][O:17][CH2:18][C:19]2[CH:24]=[CH:23][CH:22]=[CH:21][CH:20]=2)[CH:12]=[CH:11][CH:10]=[CH:9][CH:8]=1, predict the reaction product. The product is: [C:7]1([C@@:13]2([CH2:25][CH2:26][NH2:27])[CH2:15][C@H:14]2[CH2:16][O:17][CH2:18][C:19]2[CH:24]=[CH:23][CH:22]=[CH:21][CH:20]=2)[CH:8]=[CH:9][CH:10]=[CH:11][CH:12]=1.